From a dataset of NCI-60 drug combinations with 297,098 pairs across 59 cell lines. Regression. Given two drug SMILES strings and cell line genomic features, predict the synergy score measuring deviation from expected non-interaction effect. (1) Drug 1: CCCS(=O)(=O)NC1=C(C(=C(C=C1)F)C(=O)C2=CNC3=C2C=C(C=N3)C4=CC=C(C=C4)Cl)F. Drug 2: CNC(=O)C1=NC=CC(=C1)OC2=CC=C(C=C2)NC(=O)NC3=CC(=C(C=C3)Cl)C(F)(F)F. Cell line: SN12C. Synergy scores: CSS=11.0, Synergy_ZIP=-3.30, Synergy_Bliss=-3.78, Synergy_Loewe=-15.5, Synergy_HSA=-6.35. (2) Drug 1: C1CC(=O)NC(=O)C1N2CC3=C(C2=O)C=CC=C3N. Drug 2: C1C(C(OC1N2C=NC3=C2NC=NCC3O)CO)O. Cell line: T-47D. Synergy scores: CSS=3.58, Synergy_ZIP=-1.48, Synergy_Bliss=0.0885, Synergy_Loewe=1.02, Synergy_HSA=0.964. (3) Drug 1: C1=CC(=CC=C1CCCC(=O)O)N(CCCl)CCCl. Drug 2: CCN(CC)CCNC(=O)C1=C(NC(=C1C)C=C2C3=C(C=CC(=C3)F)NC2=O)C. Cell line: HS 578T. Synergy scores: CSS=2.72, Synergy_ZIP=-4.78, Synergy_Bliss=-6.02, Synergy_Loewe=-9.20, Synergy_HSA=-9.05. (4) Drug 1: CCCCCOC(=O)NC1=NC(=O)N(C=C1F)C2C(C(C(O2)C)O)O. Drug 2: COC1=C2C(=CC3=C1OC=C3)C=CC(=O)O2. Cell line: HT29. Synergy scores: CSS=-2.93, Synergy_ZIP=1.53, Synergy_Bliss=1.49, Synergy_Loewe=-2.52, Synergy_HSA=-1.43. (5) Drug 1: C1=NC2=C(N=C(N=C2N1C3C(C(C(O3)CO)O)O)F)N. Drug 2: C1=NC2=C(N1)C(=S)N=CN2. Cell line: A498. Synergy scores: CSS=16.8, Synergy_ZIP=0.0648, Synergy_Bliss=2.40, Synergy_Loewe=-11.5, Synergy_HSA=0.717.